From a dataset of Full USPTO retrosynthesis dataset with 1.9M reactions from patents (1976-2016). Predict the reactants needed to synthesize the given product. The reactants are: O[CH2:2][N:3]([CH2:9][CH:10]1[CH2:15][CH2:14][CH:13]=[CH:12][CH2:11]1)[C:4](=[O:8])[O:5][CH2:6][CH3:7].B(F)(F)F.CCOCC. Given the product [CH:10]12[CH2:15][CH:14]([CH:13]=[CH:12][CH2:11]1)[CH2:2][N:3]([C:4]([O:5][CH2:6][CH3:7])=[O:8])[CH2:9]2, predict the reactants needed to synthesize it.